Dataset: Full USPTO retrosynthesis dataset with 1.9M reactions from patents (1976-2016). Task: Predict the reactants needed to synthesize the given product. Given the product [CH3:62][O:61][CH:60]([O:63][CH3:64])[CH2:59][N:58]([CH2:70][CH3:71])[C:56](=[O:5])[CH2:57][CH2:49][O:48][CH2:47][CH2:46][C:45]1[CH:54]=[CH:55][C:42]([CH2:41][CH2:40][N:37]2[CH2:38][CH2:39][C:33]3([O:32][CH2:31][CH2:30][N:29]([C:27]([C:25]4[N:26]=[C:22]([CH:19]([CH3:21])[CH3:20])[S:23][CH:24]=4)=[O:28])[CH2:34]3)[CH2:35][CH2:36]2)=[CH:43][CH:44]=1, predict the reactants needed to synthesize it. The reactants are: C(P1(=O)OP(CCC)(=O)OP(CCC)(=O)[O:5]1)CC.[CH:19]([C:22]1[S:23][CH:24]=[C:25]([C:27]([N:29]2[CH2:34][C:33]3([CH2:39][CH2:38][N:37]([CH2:40][CH2:41][C:42]4[CH:55]=[CH:54][C:45]([CH2:46][CH2:47][O:48][CH2:49]CC(O)=O)=[CH:44][CH:43]=4)[CH2:36][CH2:35]3)[O:32][CH2:31][CH2:30]2)=[O:28])[N:26]=1)([CH3:21])[CH3:20].[CH2:56]([NH:58][CH2:59][CH:60]([O:63][CH3:64])[O:61][CH3:62])[CH3:57].C(N([CH2:70][CH3:71])CC)C.